From a dataset of Full USPTO retrosynthesis dataset with 1.9M reactions from patents (1976-2016). Predict the reactants needed to synthesize the given product. (1) Given the product [N:5]1[N:6]=[C:7]([S:14][C:15]2[CH:21]=[CH:20][C:18]3[N:19]=[C:2]([NH2:3])[S:1][C:17]=3[CH:16]=2)[N:8]2[CH:13]=[CH:12][CH:11]=[CH:10][C:9]=12, predict the reactants needed to synthesize it. The reactants are: [S-:1][C:2]#[N:3].[K+].[N:5]1[N:6]=[C:7]([S:14][C:15]2[CH:21]=[CH:20][C:18]([NH2:19])=[CH:17][CH:16]=2)[N:8]2[CH:13]=[CH:12][CH:11]=[CH:10][C:9]=12.BrBr.C(=O)([O-])[O-].[K+].[K+]. (2) Given the product [C:1]([C:5]1[CH:9]=[C:8]([C:10]([O:12][CH2:13][CH3:14])=[O:11])[N:7]([CH2:15][CH2:16][N:18]([CH3:20])[CH3:19])[N:6]=1)([CH3:2])([CH3:3])[CH3:4], predict the reactants needed to synthesize it. The reactants are: [C:1]([C:5]1[CH:9]=[C:8]([C:10]([O:12][CH2:13][CH3:14])=[O:11])[N:7]([CH2:15][C:16]([N:18]([CH3:20])[CH3:19])=O)[N:6]=1)([CH3:4])([CH3:3])[CH3:2].B.C1COCC1. (3) The reactants are: [OH:1][C:2]1[CH:3]=[C:4]([CH:12]=[C:13]([NH:15][C:16]2[NH:17][CH2:18][CH:19]([OH:22])[CH2:20][N:21]=2)[CH:14]=1)[C:5]([NH:7][CH2:8][C:9]([OH:11])=O)=[O:6].Cl.[NH2:24][C@H:25]([C:32]1[CH:37]=[C:36]([C:38]([OH:44])([CH3:43])[C:39]([F:42])([F:41])[F:40])[CH:35]=[C:34]([Cl:45])[CH:33]=1)[CH2:26][C:27]([O:29][CH2:30][CH3:31])=[O:28].O.ON1C2C=CC=CC=2N=N1. Given the product [Cl:45][C:34]1[CH:33]=[C:32]([C@@H:25]([NH:24][C:9](=[O:11])[CH2:8][NH:7][C:5](=[O:6])[C:4]2[CH:12]=[C:13]([NH:15][C:16]3[NH:17][CH2:18][CH:19]([OH:22])[CH2:20][N:21]=3)[CH:14]=[C:2]([OH:1])[CH:3]=2)[CH2:26][C:27]([O:29][CH2:30][CH3:31])=[O:28])[CH:37]=[C:36]([C:38]([OH:44])([CH3:43])[C:39]([F:42])([F:41])[F:40])[CH:35]=1, predict the reactants needed to synthesize it.